This data is from Full USPTO retrosynthesis dataset with 1.9M reactions from patents (1976-2016). The task is: Predict the reactants needed to synthesize the given product. (1) Given the product [C:30]([O:29][C:27]([N:19]([C:20]([O:22][C:23]([CH3:26])([CH3:24])[CH3:25])=[O:21])[C:15]1[CH:14]=[C:13]([CH2:12][C@H:11]2[C:10](=[O:34])[NH:9][C@@H:8]2[O:38][C:39]2[CH:54]=[CH:53][C:42]([C:43]([O:45][CH2:46][C:47]3[CH:52]=[CH:51][CH:50]=[CH:49][CH:48]=3)=[O:44])=[CH:41][CH:40]=2)[CH:18]=[CH:17][N:16]=1)=[O:28])([CH3:31])([CH3:33])[CH3:32], predict the reactants needed to synthesize it. The reactants are: ClC1C=C(C=CC=1)C(O[C@@H:8]1[C@@H:11]([CH2:12][C:13]2[CH:18]=[CH:17][N:16]=[C:15]([N:19]([C:27]([O:29][C:30]([CH3:33])([CH3:32])[CH3:31])=[O:28])[C:20]([O:22][C:23]([CH3:26])([CH3:25])[CH3:24])=[O:21])[CH:14]=2)[C:10](=[O:34])[NH:9]1)=O.[OH:38][C:39]1[CH:54]=[CH:53][C:42]([C:43]([O:45][CH2:46][C:47]2[CH:52]=[CH:51][CH:50]=[CH:49][CH:48]=2)=[O:44])=[CH:41][CH:40]=1.C(=O)([O-])[O-].[Cs+].[Cs+]. (2) Given the product [CH3:18][N:15]1[CH2:14][CH2:13][N:12]([C:8]2[N:7]3[C:3]([CH2:2][NH:1][S:35]([CH:32]([CH3:34])[CH3:33])(=[O:37])=[O:36])=[C:4]([CH2:19][N:20]([CH3:31])[C@@H:21]4[C:30]5[N:29]=[CH:28][CH:27]=[CH:26][C:25]=5[CH2:24][CH2:23][CH2:22]4)[N:5]=[C:6]3[CH:11]=[CH:10][CH:9]=2)[CH2:17][CH2:16]1, predict the reactants needed to synthesize it. The reactants are: [NH2:1][CH2:2][C:3]1[N:7]2[C:8]([N:12]3[CH2:17][CH2:16][N:15]([CH3:18])[CH2:14][CH2:13]3)=[CH:9][CH:10]=[CH:11][C:6]2=[N:5][C:4]=1[CH2:19][N:20]([CH3:31])[C@@H:21]1[C:30]2[N:29]=[CH:28][CH:27]=[CH:26][C:25]=2[CH2:24][CH2:23][CH2:22]1.[CH:32]([S:35](Cl)(=[O:37])=[O:36])([CH3:34])[CH3:33]. (3) Given the product [Si:17]([O:16][CH2:15][CH:13]([OH:12])[CH2:14][N:5]1[CH:6]=[C:7]([N+:9]([O-:11])=[O:10])[N:8]=[C:4]1[N+:1]([O-:3])=[O:2])([C:20]([CH3:23])([CH3:22])[CH3:21])([CH3:19])[CH3:18], predict the reactants needed to synthesize it. The reactants are: [N+:1]([C:4]1[NH:5][CH:6]=[C:7]([N+:9]([O-:11])=[O:10])[N:8]=1)([O-:3])=[O:2].[O:12]1[CH2:14][CH:13]1[CH2:15][O:16][Si:17]([C:20]([CH3:23])([CH3:22])[CH3:21])([CH3:19])[CH3:18]. (4) Given the product [Br:32][C:7]1[C:6](=[O:11])[N:5]([CH2:12][C:13]2[CH:18]=[CH:17][C:16]([C:19]3[C:20]([C:25]#[N:26])=[CH:21][CH:22]=[CH:23][CH:24]=3)=[CH:15][CH:14]=2)[C:4]([O:3][CH2:1][CH3:2])=[N:9][C:8]=1[CH3:10], predict the reactants needed to synthesize it. The reactants are: [CH2:1]([O:3][C:4]1[N:5]([CH2:12][C:13]2[CH:18]=[CH:17][C:16]([C:19]3[C:20]([C:25]#[N:26])=[CH:21][CH:22]=[CH:23][CH:24]=3)=[CH:15][CH:14]=2)[C:6](=[O:11])[CH:7]=[C:8]([CH3:10])[N:9]=1)[CH3:2].C([O-])(=O)C.[Na+].[Br:32]Br. (5) Given the product [Cl:1][C:2]1[CH:7]=[C:6]([CH:5]=[CH:4][C:3]=1[O:11][C:12]1[CH:17]=[CH:16][CH:15]=[C:14]([C:18]([F:24])([F:25])[CH2:19][C:20]([CH3:21])([CH3:22])[CH3:23])[CH:13]=1)[NH2:8], predict the reactants needed to synthesize it. The reactants are: [Cl:1][C:2]1[CH:7]=[C:6]([N+:8]([O-])=O)[CH:5]=[CH:4][C:3]=1[O:11][C:12]1[CH:17]=[CH:16][CH:15]=[C:14]([C:18]([F:25])([F:24])[CH2:19][C:20]([CH3:23])([CH3:22])[CH3:21])[CH:13]=1.[Cl-].[Ca+2].[Cl-].O. (6) Given the product [CH:1]1([C:4]2[O:8][N:7]=[C:6]([C:9]3[C:14]([Cl:15])=[CH:13][N:12]=[CH:11][C:10]=3[Cl:16])[C:5]=2[C:17]([OH:19])=[O:18])[CH2:2][CH2:3]1, predict the reactants needed to synthesize it. The reactants are: [CH:1]1([C:4]2[O:8][N:7]=[C:6]([C:9]3[C:14]([Cl:15])=[CH:13][N:12]=[CH:11][C:10]=3[Cl:16])[C:5]=2[C:17]([O:19]CC)=[O:18])[CH2:3][CH2:2]1.O1CCCC1.[OH-].[Na+].Cl.